This data is from hERG Central: cardiac toxicity at 1µM, 10µM, and general inhibition. The task is: Predict hERG channel inhibition at various concentrations. (1) The drug is CCOCCCN(C)C1CCN(C(=O)c2oc3ccccc3c2NC(=O)c2cccc([N+](=O)[O-])c2)CC1. Results: hERG_inhib (hERG inhibition (general)): blocker. (2) The compound is O=C(Nc1ccc(Cl)c(Cl)c1)C1C2C=CC3(O2)C1C(=O)N(CCN1CCCCC1)C3C(=O)NC1CCCCC1. Results: hERG_inhib (hERG inhibition (general)): blocker.